From a dataset of Peptide-MHC class I binding affinity with 185,985 pairs from IEDB/IMGT. Regression. Given a peptide amino acid sequence and an MHC pseudo amino acid sequence, predict their binding affinity value. This is MHC class I binding data. (1) The peptide sequence is YERMCNILKG. The MHC is HLA-B44:03 with pseudo-sequence HLA-B44:03. The binding affinity (normalized) is 0.260. (2) The peptide sequence is RSEVELCIY. The MHC is HLA-A02:01 with pseudo-sequence HLA-A02:01. The binding affinity (normalized) is 0.0847. (3) The peptide sequence is FVSLAIDAY. The MHC is HLA-A29:02 with pseudo-sequence HLA-A29:02. The binding affinity (normalized) is 0.716. (4) The peptide sequence is FRKAQIQGL. The MHC is HLA-A68:01 with pseudo-sequence HLA-A68:01. The binding affinity (normalized) is 0. (5) The peptide sequence is QASQEVKNW. The MHC is HLA-A30:01 with pseudo-sequence HLA-A30:01. The binding affinity (normalized) is 0. (6) The peptide sequence is ADSPSVPSHL. The binding affinity (normalized) is 0.203. The MHC is Patr-B2401 with pseudo-sequence Patr-B2401.